The task is: Predict the product of the given reaction.. This data is from Forward reaction prediction with 1.9M reactions from USPTO patents (1976-2016). (1) Given the reactants [I:1]I.[CH3:3][O:4][C:5]1[CH:6]=[C:7]([CH2:15][CH:16]([OH:18])[CH3:17])[CH:8]=[C:9]([O:13][CH3:14])[C:10]=1[O:11][CH3:12].C([O-])(O)=O.[Na+], predict the reaction product. The product is: [I:1][C:8]1[C:9]([O:13][CH3:14])=[C:10]([O:11][CH3:12])[C:5]([O:4][CH3:3])=[CH:6][C:7]=1[CH2:15][CH:16]([OH:18])[CH3:17]. (2) Given the reactants [F:1][C:2]1[CH:20]=[CH:19][C:5]([CH2:6][NH:7][C@@H:8]2[C@H:13]3[CH2:14][C@H:10]([CH2:11][CH2:12]3)[C@@H:9]2[C:15](OC)=[O:16])=[CH:4][CH:3]=1.[CH3:21][S:22]([NH:25][C:26]1[CH:41]=[CH:40][C:29]2[NH:30][C:31]([CH2:36][C:37](O)=[O:38])=[N:32][S:33](=[O:35])(=[O:34])[C:28]=2[CH:27]=1)(=[O:24])=[O:23].CN1CCOCC1.Cl.CN(C)CCCN=C=NCC.C(N(CC)CC)C, predict the reaction product. The product is: [F:1][C:2]1[CH:3]=[CH:4][C:5]([CH2:6][N:7]2[C:37](=[O:38])[C:36]([C:31]3[NH:30][C:29]4[CH:40]=[CH:41][C:26]([NH:25][S:22]([CH3:21])(=[O:24])=[O:23])=[CH:27][C:28]=4[S:33](=[O:35])(=[O:34])[N:32]=3)=[C:15]([OH:16])[C@@H:9]3[C@H:8]2[C@H:13]2[CH2:14][C@@H:10]3[CH2:11][CH2:12]2)=[CH:19][CH:20]=1. (3) Given the reactants [Cl:1][C:2]1[CH:7]=[CH:6][C:5]([N:8]2[C:16]([C:17]([NH:19][CH3:20])=[O:18])=[C:15]3[C:10]([CH:11]=[C:12]([N:24]([S:30]([CH3:33])(=[O:32])=[O:31])[CH2:25][CH2:26][CH2:27][CH:28]=[CH2:29])[C:13]([CH:21]4[CH2:23][CH2:22]4)=[CH:14]3)=[N:9]2)=[CH:4][CH:3]=1.C(O)(=[O:36])C.C1C(=O)N(Br)C(=O)C1.[OH-].[Na+], predict the reaction product. The product is: [Cl:1][C:2]1[CH:7]=[CH:6][C:5]([N:8]2[C:16]([C:17]([NH:19][CH3:20])=[O:18])=[C:15]3[C:10]([CH:11]=[C:12]([N:24]([S:30]([CH3:33])(=[O:32])=[O:31])[CH2:25][CH2:26][CH2:27][CH:28]4[CH2:29][O:36]4)[C:13]([CH:21]4[CH2:23][CH2:22]4)=[CH:14]3)=[N:9]2)=[CH:4][CH:3]=1. (4) Given the reactants Cl[C:2]1[C:7]([C:8]2[N:12]=[C:11]([C:13]3[CH:18]=[CH:17][C:16]([CH2:19][CH:20]([CH3:22])[CH3:21])=[CH:15][CH:14]=3)[O:10][N:9]=2)=[CH:6][CH:5]=[CH:4][N:3]=1.[NH:23](CCO)[CH2:24]CO, predict the reaction product. The product is: [CH3:24][NH:23][C:2]1[C:7]([C:8]2[N:12]=[C:11]([C:13]3[CH:18]=[CH:17][C:16]([CH2:19][CH:20]([CH3:22])[CH3:21])=[CH:15][CH:14]=3)[O:10][N:9]=2)=[CH:6][CH:5]=[CH:4][N:3]=1. (5) Given the reactants C1(C)C=CC(S(O[CH2:11][CH:12]([F:14])[F:13])(=O)=O)=CC=1.[NH2:16][C@@H:17]1[CH2:21][CH2:20][N:19]([CH2:22][C:23]2[C:32]([Cl:33])=[C:31]3[C:26]([C:27](=[O:48])[N:28]([CH2:35][C:36]4[CH:41]=[C:40]([Cl:42])[CH:39]=[CH:38][C:37]=4[S:43]([CH2:46][CH3:47])(=[O:45])=[O:44])[C:29](=[O:34])[NH:30]3)=[CH:25][C:24]=2[C:49]([F:52])([F:51])[F:50])[CH2:18]1.CCN(C(C)C)C(C)C.C(OCC)(=O)C, predict the reaction product. The product is: [Cl:33][C:32]1[C:23]([CH2:22][N:19]2[CH2:20][CH2:21][C@@H:17]([NH:16][CH2:11][CH:12]([F:14])[F:13])[CH2:18]2)=[C:24]([C:49]([F:50])([F:51])[F:52])[CH:25]=[C:26]2[C:31]=1[NH:30][C:29](=[O:34])[N:28]([CH2:35][C:36]1[CH:41]=[C:40]([Cl:42])[CH:39]=[CH:38][C:37]=1[S:43]([CH2:46][CH3:47])(=[O:45])=[O:44])[C:27]2=[O:48]. (6) Given the reactants [Br:1][C:2]1[CH:3]=[C:4]2[C:8](=[CH:9][CH:10]=1)[NH:7][C:6]([C:11]([O:13]CC)=[O:12])=[C:5]2[S:16]([N:19]1[CH2:23][CH2:22][CH2:21][CH2:20]1)(=[O:18])=[O:17].[Li+].[OH-], predict the reaction product. The product is: [Br:1][C:2]1[CH:3]=[C:4]2[C:8](=[CH:9][CH:10]=1)[NH:7][C:6]([C:11]([OH:13])=[O:12])=[C:5]2[S:16]([N:19]1[CH2:20][CH2:21][CH2:22][CH2:23]1)(=[O:17])=[O:18]. (7) The product is: [CH3:20][O:21][C:22]1[CH:23]=[C:24]([C:2]2[C:7]([NH:8][C:9](=[O:19])[CH:10]([OH:18])[C:11]3[CH:16]=[CH:15][C:14]([Cl:17])=[CH:13][CH:12]=3)=[CH:6][CH:5]=[CH:4][N:3]=2)[CH:25]=[CH:26][C:27]=1[O:28][CH3:29]. Given the reactants Cl[C:2]1[C:7]([NH:8][C:9](=[O:19])[CH:10]([OH:18])[C:11]2[CH:16]=[CH:15][C:14]([Cl:17])=[CH:13][CH:12]=2)=[CH:6][CH:5]=[CH:4][N:3]=1.[CH3:20][O:21][C:22]1[CH:23]=[C:24](B(O)O)[CH:25]=[CH:26][C:27]=1[O:28][CH3:29].O.P([O-])([O-])([O-])=O.[K+].[K+].[K+], predict the reaction product. (8) Given the reactants O=C1C2C(=CC=CC=2)C(=O)N1[C@H](C1C(C=O)=C(OC)C2C(=CC=C(F)C=2)N=1)C.N1(C(OC(C)(C)C)=O)CCNCC1.C([BH3-])#N.[Na+].[F:46][C:47]1[CH:48]=[C:49]2[C:54](=[CH:55][CH:56]=1)[N:53]=[C:52]([C@@H:57]([NH:59]C(=O)C1C=CC=CC=1C(OC)=O)[CH3:58])[C:51]([CH2:72][N:73]1[CH2:78][CH2:77][N:76]([C:79]([O:81][C:82]([CH3:85])([CH3:84])[CH3:83])=[O:80])[CH2:75][CH2:74]1)=[C:50]2[O:86][CH3:87].NN, predict the reaction product. The product is: [NH2:59][C@H:57]([C:52]1[C:51]([CH2:72][N:73]2[CH2:74][CH2:75][N:76]([C:79]([O:81][C:82]([CH3:83])([CH3:84])[CH3:85])=[O:80])[CH2:77][CH2:78]2)=[C:50]([O:86][CH3:87])[C:49]2[C:54](=[CH:55][CH:56]=[C:47]([F:46])[CH:48]=2)[N:53]=1)[CH3:58]. (9) Given the reactants CO[C:3]1[C:6](=[O:7])[C:5](=[O:8])[C:4]=1[NH:9][C:10]1[CH:11]=[C:12]([S:16]([N:19]2[CH2:23][CH2:22][CH2:21][C@@H:20]2[C:24]([O:26][CH3:27])=[O:25])(=[O:18])=[O:17])[CH:13]=[CH:14][CH:15]=1.[CH3:28][C:29]1[O:33][C:32]([CH:34]([NH2:40])[C:35]2([CH3:39])[CH2:38][O:37][CH2:36]2)=[CH:31][CH:30]=1, predict the reaction product. The product is: [CH3:28][C:29]1[O:33][C:32]([CH:34]([NH:40][C:3]2[C:6](=[O:7])[C:5](=[O:8])[C:4]=2[NH:9][C:10]2[CH:11]=[C:12]([S:16]([N:19]3[CH2:23][CH2:22][CH2:21][C@@H:20]3[C:24]([O:26][CH3:27])=[O:25])(=[O:17])=[O:18])[CH:13]=[CH:14][CH:15]=2)[C:35]2([CH3:39])[CH2:36][O:37][CH2:38]2)=[CH:31][CH:30]=1.